Task: Regression. Given a peptide amino acid sequence and an MHC pseudo amino acid sequence, predict their binding affinity value. This is MHC class II binding data.. Dataset: Peptide-MHC class II binding affinity with 134,281 pairs from IEDB (1) The peptide sequence is DKYRTFVATFGAASNKAFAE. The MHC is HLA-DQA10101-DQB10501 with pseudo-sequence HLA-DQA10101-DQB10501. The binding affinity (normalized) is 0.412. (2) The peptide sequence is GPAYSAHCIGITDRD. The MHC is DRB1_0901 with pseudo-sequence DRB1_0901. The binding affinity (normalized) is 0.674. (3) The peptide sequence is EGGAHLVQDDVIPAN. The MHC is DRB1_0701 with pseudo-sequence DRB1_0701. The binding affinity (normalized) is 0.301.